This data is from Reaction yield outcomes from USPTO patents with 853,638 reactions. The task is: Predict the reaction yield, written as a fraction of the theoretical maximum amount of product (1.0 means a 100% yield; for example, 0.34 means a 34% yield). (1) The reactants are [Cl:1][C:2]1[CH:7]=[C:6]([O:8][C:9]2[CH:14]=[CH:13][C:12]([CH:15]=[CH2:16])=[CH:11][CH:10]=2)[CH:5]=[CH:4][C:3]=1[CH3:17].B1C2CCCC1CCC2.C1C[O:30]CC1. No catalyst specified. The product is [Cl:1][C:2]1[CH:7]=[C:6]([O:8][C:9]2[CH:14]=[CH:13][C:12]([CH2:15][CH2:16][OH:30])=[CH:11][CH:10]=2)[CH:5]=[CH:4][C:3]=1[CH3:17]. The yield is 0.665. (2) The reactants are [CH2:1]([O:3][C:4](=[O:15])[C:5]1[CH:10]=[CH:9][C:8](O)=[C:7]([N+:12]([O-:14])=[O:13])[CH:6]=1)[CH3:2].[C:16]1([S-:22])[CH:21]=[CH:20][CH:19]=[CH:18][CH:17]=1.[Na+]. No catalyst specified. The product is [CH2:1]([O:3][C:4](=[O:15])[C:5]1[CH:10]=[CH:9][C:8]([S:22][C:16]2[CH:21]=[CH:20][CH:19]=[CH:18][CH:17]=2)=[C:7]([N+:12]([O-:14])=[O:13])[CH:6]=1)[CH3:2]. The yield is 0.670. (3) The reactants are [C:1]([O:4][CH:5]([CH2:15][CH2:16][CH2:17][CH2:18][CH2:19][CH2:20][CH2:21][CH2:22]CC)[CH2:6][O:7][Si](C(C)(C)C)(C)C)(=[O:3])[CH3:2].[F-].C([N+](CCCC)(CCCC)CCCC)CCC. The yield is 1.00. No catalyst specified. The product is [C:1]([O:4][CH:5]([CH2:15][CH2:16][CH2:17][CH2:18][CH2:19][CH2:20][CH2:21][CH3:22])[CH2:6][OH:7])(=[O:3])[CH3:2]. (4) The reactants are [CH3:1][O:2][C:3](=[O:13])[CH:4]=[CH:5][C:6]1([CH3:12])[CH2:11][CH2:10][O:9][CH2:8][CH2:7]1.[H][H]. The catalyst is CO.[C].[Pd]. The product is [CH3:1][O:2][C:3](=[O:13])[CH2:4][CH2:5][C:6]1([CH3:12])[CH2:11][CH2:10][O:9][CH2:8][CH2:7]1. The yield is 1.00. (5) The reactants are [CH:1]([O:4][C:5]1[CH:10]=[CH:9][CH:8]=[CH:7][C:6]=1[C:11](=[O:13])[CH3:12])([CH3:3])[CH3:2].[Br:14]Br. The catalyst is CCOCC. The product is [Br:14][CH2:12][C:11]([C:6]1[CH:7]=[CH:8][CH:9]=[CH:10][C:5]=1[O:4][CH:1]([CH3:3])[CH3:2])=[O:13]. The yield is 0.830.